From a dataset of Full USPTO retrosynthesis dataset with 1.9M reactions from patents (1976-2016). Predict the reactants needed to synthesize the given product. Given the product [Cl:1][C:2]1[N:34]=[C:4]([N:8]2[CH2:13][CH2:12][N:11]([C:14]([C:16]3[N:17]([C:22]4[CH:27]=[CH:26][CH:25]=[CH:24][CH:23]=4)[N:18]=[C:19]([CH3:21])[CH:20]=3)=[O:15])[CH2:10][CH2:9]2)[CH:5]=[CH:6][CH:7]=1, predict the reactants needed to synthesize it. The reactants are: [Cl:1][C:2]1C=[C:4]([N:8]2[CH2:13][CH2:12][N:11]([C:14]([C:16]3[N:17]([C:22]4[CH:27]=[CH:26][CH:25]=[CH:24][CH:23]=4)[N:18]=[C:19]([CH3:21])[CH:20]=3)=[O:15])[CH2:10][CH2:9]2)[CH:5]=[CH:6][CH:7]=1.ClC1[N:34]=C(N2CCNCC2)C=CC=1.